From a dataset of Reaction yield outcomes from USPTO patents with 853,638 reactions. Predict the reaction yield, written as a fraction of the theoretical maximum amount of product (1.0 means a 100% yield; for example, 0.34 means a 34% yield). The reactants are [C:1]([C:5]1[S:13][C:12]2[C:11]([NH:14][C:15]3[CH:19]=[C:18]([CH3:20])[NH:17][N:16]=3)=[N:10][C:9]([C:21]([C:23]3[CH:28]=[CH:27][C:26]([F:29])=[CH:25][CH:24]=3)=[O:22])=[N:8][C:7]=2[CH:6]=1)([CH3:4])([CH3:3])[CH3:2].[BH4-].[Na+]. The catalyst is CO.C1COCC1. The product is [C:1]([C:5]1[S:13][C:12]2[C:11]([NH:14][C:15]3[CH:19]=[C:18]([CH3:20])[NH:17][N:16]=3)=[N:10][C:9]([CH:21]([C:23]3[CH:28]=[CH:27][C:26]([F:29])=[CH:25][CH:24]=3)[OH:22])=[N:8][C:7]=2[CH:6]=1)([CH3:4])([CH3:2])[CH3:3]. The yield is 0.100.